Dataset: Experimentally validated miRNA-target interactions with 360,000+ pairs, plus equal number of negative samples. Task: Binary Classification. Given a miRNA mature sequence and a target amino acid sequence, predict their likelihood of interaction. (1) The miRNA is hsa-miR-4658 with sequence GUGAGUGUGGAUCCUGGAGGAAU. The protein sequence of the target gene is MDDDAAPRVEGVPVAVHKHALHDGLRQVAGPGAAAAHLPRWPPPQLAASRREAPPLSQRPHRTQGAGSPPETNEKLTNPQVKEK. Result: 0 (no interaction). (2) The miRNA is hsa-miR-5002-3p with sequence UGACUGCCUCACUGACCACUU. The protein sequence of the target gene is MTAGRRMEMLCAGRVPALLLCLGFHLLQAVLSTTVIPSCIPGESSDNCTALVQTEDNPRVAQVSITKCSSDMNGYCLHGQCIYLVDMSQNYCRCEVGYTGVRCEHFFLTVHQPLSKEYVALTVILIILFLITVVGSTYYFCRWYRNRKSKEPKKEYERVTSGDPELPQV. Result: 1 (interaction). (3) The miRNA is cel-miR-50-5p with sequence UGAUAUGUCUGGUAUUCUUGGGUU. The protein sequence of the target gene is MAAAKDGCGLETAAGNGRRLHLGIPEAVFVEDVDSFMKQPGNETADTVLKKLDEQYQKYKFMELNLAQKKRRLKGQIPEIKQTLEILKYMQKKKESTNSMETRFLLADNLYCKASVPPTDKVCLWLGANVMLEYDIDEAQALLEKNLSTATKNLDSLEEDLDFLRDQFTTTEVNMARVYNWDVKRRNKDDSTKNKA. Result: 0 (no interaction). (4) The protein sequence of the target gene is MRRAAGMEDYSAEEEESWYDHQDLEQDLHLAAELGKTLLERNKELEESLQQMYSTNEEQVHEIEYLTKQLDTLRLVNEQHAKVYEQLDLTARDLELTNQRLVMESKAAQQKIHGLTETIERLQSQVEELQAQVEQLRGLEQLRIRREKRERRRTIHTFPCLKELCTSSRCEDAFRLHSSSLELGPRPLEQENERLQTLVGVLRSQVSQERQRKERAEREYTVVLQEYTELERQLCEMEGCRLRVQELEAELLELQQMKQAKTYLLAREEHLAEALLAPLTQAPEADDPQPGSGDDSNAQD.... The miRNA is mmu-miR-200b-3p with sequence UAAUACUGCCUGGUAAUGAUGA. Result: 0 (no interaction).